From a dataset of Full USPTO retrosynthesis dataset with 1.9M reactions from patents (1976-2016). Predict the reactants needed to synthesize the given product. (1) The reactants are: [N+:1]([C:4]1[CH:5]=[N:6][N:7]([CH:9]2[CH2:14][CH2:13][CH:12]([NH:15][C:16](=[O:22])[O:17][C:18]([CH3:21])([CH3:20])[CH3:19])[CH2:11][CH2:10]2)[CH:8]=1)([O-])=O. Given the product [NH2:1][C:4]1[CH:5]=[N:6][N:7]([CH:9]2[CH2:10][CH2:11][CH:12]([NH:15][C:16](=[O:22])[O:17][C:18]([CH3:20])([CH3:19])[CH3:21])[CH2:13][CH2:14]2)[CH:8]=1, predict the reactants needed to synthesize it. (2) Given the product [O:32]1[C:36]2[CH:37]=[CH:38][C:39]([C:2]3[C:7]([CH:8]([CH2:13][CH2:14][CH3:15])[C:9]([O:11][CH3:12])=[O:10])=[C:6]([CH3:16])[N:5]=[C:4]([C:17]4[CH:22]=[CH:21][CH:20]=[CH:19][CH:18]=4)[N:3]=3)=[CH:40][C:35]=2[CH:34]=[CH:33]1, predict the reactants needed to synthesize it. The reactants are: Cl[C:2]1[C:7]([CH:8]([CH2:13][CH2:14][CH3:15])[C:9]([O:11][CH3:12])=[O:10])=[C:6]([CH3:16])[N:5]=[C:4]([C:17]2[CH:22]=[CH:21][CH:20]=[CH:19][CH:18]=2)[N:3]=1.C(N(CC)C(C)C)(C)C.[O:32]1[C:36]2[CH:37]=[CH:38][C:39](B3OC(C)(C)C(C)(C)O3)=[CH:40][C:35]=2[CH:34]=[CH:33]1. (3) Given the product [N:13]1([C:10]2[CH:11]=[CH:12][C:3]([C:2]([F:27])([F:1])[F:26])=[C:4]3[C:9]=2[N:8]=[CH:7][CH:6]=[CH:5]3)[CH2:18][CH2:17][NH:16][CH2:15][CH2:14]1, predict the reactants needed to synthesize it. The reactants are: [F:1][C:2]([F:27])([F:26])[C:3]1[CH:12]=[CH:11][C:10]([N:13]2[CH2:18][CH2:17][N:16](C(OC(C)(C)C)=O)[CH2:15][CH2:14]2)=[C:9]2[C:4]=1[CH:5]=[CH:6][CH:7]=[N:8]2.Cl.O1CCOCC1. (4) Given the product [CH2:1]([O:8][C:9]([N:11]1[CH2:15][C@@H:14]([O:16][S:31]([CH3:34])(=[O:33])=[O:32])[C@H:13]2[O:17][CH2:18][C:19]([O:22][CH3:23])([O:20][CH3:21])[C@@H:12]12)=[O:10])[C:2]1[CH:3]=[CH:4][CH:5]=[CH:6][CH:7]=1, predict the reactants needed to synthesize it. The reactants are: [CH2:1]([O:8][C:9]([N:11]1[CH2:15][C@@H:14]([OH:16])[C@H:13]2[O:17][CH2:18][C:19]([O:22][CH3:23])([O:20][CH3:21])[C@@H:12]12)=[O:10])[C:2]1[CH:7]=[CH:6][CH:5]=[CH:4][CH:3]=1.C(N(CC)CC)C.[S:31](Cl)([CH3:34])(=[O:33])=[O:32]. (5) Given the product [O:43]1[CH2:10][CH:9]=[C:8]([C:11]2[NH:28][C:14]3[N:15]=[CH:16][N:17]=[C:18]([C:19]4[C:20]([CH3:27])=[C:21]([NH2:26])[CH:22]=[C:23]([F:25])[CH:24]=4)[C:13]=3[CH:12]=2)[CH2:7][CH2:6]1, predict the reactants needed to synthesize it. The reactants are: CN(C)C(N1[CH2:10][CH:9]=[C:8]([C:11]2[NH:28][C:14]3[N:15]=[CH:16][N:17]=[C:18]([C:19]4[CH:24]=[C:23]([F:25])[CH:22]=[C:21]([NH2:26])[C:20]=4[CH3:27])[C:13]=3[CH:12]=2)[CH2:7][CH2:6]1)=O.ClC1C2C=C(C3CC[O:43]CC=3)NC=2N=CN=1.